Dataset: Catalyst prediction with 721,799 reactions and 888 catalyst types from USPTO. Task: Predict which catalyst facilitates the given reaction. Reactant: [CH3:1][O:2][C:3]1[CH:4]=[C:5]([CH2:23][OH:24])[CH:6]=[CH:7][C:8]=1[O:9][CH2:10][C:11]1[C:12]([CH3:22])=[N:13][N:14]([C:16]2[CH:21]=[CH:20][CH:19]=[CH:18][N:17]=2)[CH:15]=1.O[C:26]1[C:30]([CH:31]=[O:32])=[CH:29][N:28]([C:33]2[CH:38]=[CH:37][CH:36]=[CH:35][CH:34]=2)[N:27]=1.C(P(CCCC)CCCC)CCC.N(C(N1CCCCC1)=O)=NC(N1CCCCC1)=O. Product: [CH3:1][O:2][C:3]1[CH:4]=[C:5]([CH:6]=[CH:7][C:8]=1[O:9][CH2:10][C:11]1[C:12]([CH3:22])=[N:13][N:14]([C:16]2[CH:21]=[CH:20][CH:19]=[CH:18][N:17]=2)[CH:15]=1)[CH2:23][O:24][C:26]1[C:30]([CH:31]=[O:32])=[CH:29][N:28]([C:33]2[CH:34]=[CH:35][CH:36]=[CH:37][CH:38]=2)[N:27]=1. The catalyst class is: 7.